This data is from Catalyst prediction with 721,799 reactions and 888 catalyst types from USPTO. The task is: Predict which catalyst facilitates the given reaction. (1) Reactant: [OH:1][C@@H:2]1[CH2:18][CH:17]2[C@@:5]([CH3:24])([C@@H:6]3[C@@H:14]([CH2:15][CH2:16]2)[C@H:13]2[C@@:9]([CH3:22])([C@@H:10]([C:19](O)=[O:20])[CH2:11][CH2:12]2)[CH2:8][C@@H:7]3[OH:23])[CH2:4][CH2:3]1.CCN=C=NCCCN(C)C.Cl.C1C=CC2N(O)N=NC=2C=1.CN1CCOCC1.[C:54]([O:58][C:59](=[O:64])[NH:60][CH2:61][CH2:62][NH2:63])([CH3:57])([CH3:56])[CH3:55]. Product: [OH:1][C@@H:2]1[CH2:18][CH:17]2[C@@:5]([CH3:24])([C@@H:6]3[C@@H:14]([CH2:15][CH2:16]2)[C@H:13]2[C@@:9]([CH3:22])([C@@H:10]([C:19]([NH:63][CH2:62][CH2:61][NH:60][C:59](=[O:64])[O:58][C:54]([CH3:57])([CH3:55])[CH3:56])=[O:20])[CH2:11][CH2:12]2)[CH2:8][C@@H:7]3[OH:23])[CH2:4][CH2:3]1. The catalyst class is: 3. (2) Reactant: [CH2:1]([N:8]1[CH2:31][CH2:30][C:11]2([O:19][C:18]3[C:14](=[N:15][N:16](CC4C=CC(OC)=CC=4)[CH:17]=3)[C:13](=[O:29])[CH2:12]2)[CH2:10][CH2:9]1)[C:2]1[CH:7]=[CH:6][CH:5]=[CH:4][CH:3]=1.FC(F)(F)C(O)=O. Product: [CH2:1]([N:8]1[CH2:31][CH2:30][C:11]2([O:19][C:18]3[CH:17]=[N:16][NH:15][C:14]=3[C:13](=[O:29])[CH2:12]2)[CH2:10][CH2:9]1)[C:2]1[CH:3]=[CH:4][CH:5]=[CH:6][CH:7]=1. The catalyst class is: 26. (3) Reactant: [Br:1][C:2]1[CH:7]=[CH:6][C:5]([OH:8])=[C:4]([CH3:9])[CH:3]=1.C(N(CC)CC)C.Cl[C:18]([O:20][CH3:21])=[O:19]. Product: [C:18](=[O:19])([O:20][CH3:21])[O:8][C:5]1[CH:6]=[CH:7][C:2]([Br:1])=[CH:3][C:4]=1[CH3:9]. The catalyst class is: 4. (4) Reactant: Cl[C:2]1[C:11]2[C:6](=[CH:7][CH:8]=[C:9]([N+:12]([O-:14])=[O:13])[CH:10]=2)[N:5]=[CH:4][C:3]=1[C:15]#[N:16].[C:17]([C:21]1[CH:22]=[C:23]([NH2:27])[N:24]([CH3:26])[N:25]=1)([CH3:20])([CH3:19])[CH3:18]. Product: [C:17]([C:21]1[CH:22]=[C:23]([NH:27][C:2]2[C:11]3[C:6](=[CH:7][CH:8]=[C:9]([N+:12]([O-:14])=[O:13])[CH:10]=3)[N:5]=[CH:4][C:3]=2[C:15]#[N:16])[N:24]([CH3:26])[N:25]=1)([CH3:20])([CH3:18])[CH3:19]. The catalyst class is: 57. (5) Reactant: [Cl:1][C:2]1[CH:3]=[C:4]([CH2:9][N:10]2C(=O)C3C(=CC=CC=3)[C:11]2=O)[CH:5]=[N:6][C:7]=1[Cl:8].CN. Product: [Cl:1][C:2]1[CH:3]=[C:4]([CH2:9][NH:10][CH3:11])[CH:5]=[N:6][C:7]=1[Cl:8]. The catalyst class is: 14. (6) Reactant: [C:1]([O:5][C:6]([N:8]([CH3:47])[C@@H:9]([CH3:46])[C:10]([NH:12][C@@H:13]([C:42]([CH3:45])([CH3:44])[CH3:43])[C:14]([N:16]1[C@H:25]([C:26](=[O:38])[NH:27][C@H:28]2[C:37]3[C:32](=[CH:33][CH:34]=[CH:35][CH:36]=3)[CH2:31][CH2:30][CH2:29]2)[CH2:24][C:23]2[C:18](=[CH:19][C:20]([C:39]([OH:41])=O)=[CH:21][CH:22]=2)[CH2:17]1)=[O:15])=[O:11])=[O:7])([CH3:4])([CH3:3])[CH3:2].[NH2:48][C:49]1[S:50][C:51]2[CH:57]=[CH:56][C:55]([C:58]([O:60][CH3:61])=[O:59])=[CH:54][C:52]=2[N:53]=1.C(Cl)Cl.C(Cl)CCl. Product: [C:1]([O:5][C:6]([N:8]([CH3:47])[C@@H:9]([CH3:46])[C:10]([NH:12][C@@H:13]([C:42]([CH3:44])([CH3:45])[CH3:43])[C:14]([N:16]1[C@H:25]([C:26](=[O:38])[NH:27][C@H:28]2[C:37]3[C:32](=[CH:33][CH:34]=[CH:35][CH:36]=3)[CH2:31][CH2:30][CH2:29]2)[CH2:24][C:23]2[C:18](=[CH:19][C:20]([C:39]([NH:48][C:49]3[S:50][C:51]4[CH:57]=[CH:56][C:55]([C:58]([O:60][CH3:61])=[O:59])=[CH:54][C:52]=4[N:53]=3)=[O:41])=[CH:21][CH:22]=2)[CH2:17]1)=[O:15])=[O:11])=[O:7])([CH3:4])([CH3:2])[CH3:3]. The catalyst class is: 241. (7) Reactant: [NH2:1][C:2]1[C:7]([C:8]#[N:9])=[CH:6][N:5]=[C:4]([Cl:10])[N:3]=1.[N-:11]=[N+:12]=[N-:13].[Na+].Cl.C(N(CC)CC)C.C1(C)C=CC=CC=1. Product: [Cl:10][C:4]1[N:3]=[C:2]([NH2:1])[C:7]([C:8]2[NH:13][N:12]=[N:11][N:9]=2)=[CH:6][N:5]=1. The catalyst class is: 13. (8) Reactant: C([O:4][CH2:5][C@H:6]1[CH2:11][C@@H:10]([O:12][Si:13]([C:26]([CH3:29])([CH3:28])[CH3:27])([C:20]2[CH:25]=[CH:24][CH:23]=[CH:22][CH:21]=2)[C:14]2[CH:19]=[CH:18][CH:17]=[CH:16][CH:15]=2)[CH2:9][CH2:8][C@@:7]1([C@@H:31]1[C@@H:39]([CH2:40][N:41]=[N+]=[N-])[C@H:38]2[C@@:34]([CH3:50])([C:35]([C:44]3[CH:49]=[CH:48][CH:47]=[CH:46][CH:45]=3)=[CH:36][CH2:37]2)[CH2:33][CH2:32]1)[CH3:30])(=O)C.[H-].[H-].[H-].[H-].[Li+].[Al+3].O.[OH-].[Na+]. Product: [NH2:41][CH2:40][C@H:39]1[C@H:38]2[C@@:34]([CH3:50])([C:35]([C:44]3[CH:49]=[CH:48][CH:47]=[CH:46][CH:45]=3)=[CH:36][CH2:37]2)[CH2:33][CH2:32][C@@H:31]1[C@@:7]1([CH3:30])[CH2:8][CH2:9][C@H:10]([O:12][Si:13]([C:26]([CH3:28])([CH3:27])[CH3:29])([C:20]2[CH:21]=[CH:22][CH:23]=[CH:24][CH:25]=2)[C:14]2[CH:19]=[CH:18][CH:17]=[CH:16][CH:15]=2)[CH2:11][C@@H:6]1[CH2:5][OH:4]. The catalyst class is: 1. (9) Reactant: [OH-].[Na+].C([O:7][C:8](=[O:29])[CH2:9][NH:10][C:11]1[N:12]=[C:13]([NH:27][CH3:28])[C:14]2[N:20]=[C:19]([NH:21][CH2:22][CH2:23][CH3:24])[N:18]=[C:17]([NH:25][CH3:26])[C:15]=2[N:16]=1)(C)(C)C.Cl. Product: [CH3:28][NH:27][C:13]1[C:14]2[N:20]=[C:19]([NH:21][CH2:22][CH2:23][CH3:24])[N:18]=[C:17]([NH:25][CH3:26])[C:15]=2[N:16]=[C:11]([NH:10][CH2:9][C:8]([OH:29])=[O:7])[N:12]=1. The catalyst class is: 12.